This data is from Forward reaction prediction with 1.9M reactions from USPTO patents (1976-2016). The task is: Predict the product of the given reaction. (1) The product is: [O:31]1[CH2:34][CH2:33][O:32][CH:29]1[C@@H:10]1[C@@H:9]([CH2:8][O:7][CH:2]2[CH2:3][CH2:4][CH2:5][CH2:6][O:1]2)[O:13][C:12](=[O:14])[CH2:11]1. Given the reactants [O:1]1[CH2:6][CH2:5][CH2:4][CH2:3][CH:2]1[O:7][CH2:8][C@H:9]1[O:13][C:12](=[O:14])[CH:11]=[CH:10]1.C(C1C=CC=CC=1)(=O)C1C=CC=CC=1.[C:29]([O:32][CH2:33][CH3:34])(=[O:31])C.C(Cl)(Cl)Cl, predict the reaction product. (2) Given the reactants [C:1]1([CH2:7][C@H:8]([NH:18][C:19](=[O:25])OC(C)(C)C)[C:9]2[NH:10][CH:11]=[C:12]([C:14](F)(F)F)[N:13]=2)[CH:6]=[CH:5][CH:4]=[CH:3][CH:2]=1.[C:26]1([NH2:33])[CH:31]=[CH:30][CH:29]=[CH:28][C:27]=1[NH2:32].[OH2:34].[C:35]1([CH3:45])[CH:40]=[CH:39][C:38](S(O)(=O)=O)=[CH:37][CH:36]=1, predict the reaction product. The product is: [NH:32]1[C:27]2[CH:28]=[CH:29][CH:30]=[CH:31][C:26]=2[N:33]=[C:14]1[C:12]1[N:13]=[C:9]([C@@H:8]([NH:18][C:19]([C@H:38]2[CH2:39][CH2:40][C@H:35]([CH2:45][NH:18][C:19](=[O:25])[O:34][C:1]([CH3:7])([CH3:6])[CH3:2])[CH2:36][CH2:37]2)=[O:25])[CH2:7][C:1]2[CH:2]=[CH:3][CH:4]=[CH:5][CH:6]=2)[NH:10][CH:11]=1. (3) Given the reactants [CH:1]1([C:4]([C:6]2[CH:7]=[C:8]([CH:11]=[CH:12][CH:13]=2)[C:9]#[N:10])=O)[CH2:3][CH2:2]1.[F:14][C:15]([F:35])([F:34])[O:16][C:17]1[CH:22]=[CH:21][C:20]([S:23]([N:26]2[CH2:31][CH2:30][CH:29]([O:32][NH2:33])[CH2:28][CH2:27]2)(=[O:25])=[O:24])=[CH:19][CH:18]=1, predict the reaction product. The product is: [CH:1]1([C:4](=[N:33][O:32][CH:29]2[CH2:28][CH2:27][N:26]([S:23]([C:20]3[CH:19]=[CH:18][C:17]([O:16][C:15]([F:35])([F:14])[F:34])=[CH:22][CH:21]=3)(=[O:24])=[O:25])[CH2:31][CH2:30]2)[C:6]2[CH:7]=[C:8]([CH:11]=[CH:12][CH:13]=2)[C:9]#[N:10])[CH2:3][CH2:2]1. (4) Given the reactants [CH3:1][O:2][C:3]1[CH:8]=[C:7]([CH3:9])[CH:6]=[C:5]([C:10]2[C:11]([OH:18])=[CH:12][C:13]([CH3:17])=[C:14]([CH3:16])[CH:15]=2)[C:4]=1[OH:19].C(N(CC)CC)C.[C:27]1([C:33]2[CH:42]=[CH:41][CH:40]=[C:39]([C:43]3[CH:48]=[CH:47][CH:46]=[CH:45][CH:44]=3)[C:34]=2[O:35][P:36](Cl)Cl)[CH:32]=[CH:31][CH:30]=[CH:29][CH:28]=1, predict the reaction product. The product is: [C:43]1([C:39]2[CH:40]=[CH:41][CH:42]=[C:33]([C:27]3[CH:28]=[CH:29][CH:30]=[CH:31][CH:32]=3)[C:34]=2[O:35][P:36]2[O:18][C:11]3[CH:12]=[C:13]([CH3:17])[C:14]([CH3:16])=[CH:15][C:10]=3[C:5]3[CH:6]=[C:7]([CH3:9])[CH:8]=[C:3]([O:2][CH3:1])[C:4]=3[O:19]2)[CH:44]=[CH:45][CH:46]=[CH:47][CH:48]=1. (5) Given the reactants C1(CCCN)C=CC=CC=1.[CH2:11]1[C:19]2[CH:18]=[CH:17][N:16]=[CH:15][C:14]=2[CH2:13][N:12]1[C:20]([NH:22][C:23]1[CH:28]=[CH:27][C:26]([N:29]2[CH2:32][CH:31]([C:33](O)=[O:34])[CH2:30]2)=[CH:25][CH:24]=1)=[O:21].C1C2C(=CC=CC=2)CN1C([NH:47][C:48]1C=C[C:51]([C:52]([OH:54])=O)=[CH:50][CH:49]=1)=O, predict the reaction product. The product is: [O:54]1[CH2:52][CH2:51][CH2:50][CH:49]1[CH2:48][NH:47][C:33]([CH:31]1[CH2:30][N:29]([C:26]2[CH:27]=[CH:28][C:23]([NH:22][C:20]([N:12]3[CH2:11][C:19]4[CH:18]=[CH:17][N:16]=[CH:15][C:14]=4[CH2:13]3)=[O:21])=[CH:24][CH:25]=2)[CH2:32]1)=[O:34].